Dataset: Reaction yield outcomes from USPTO patents with 853,638 reactions. Task: Predict the reaction yield, written as a fraction of the theoretical maximum amount of product (1.0 means a 100% yield; for example, 0.34 means a 34% yield). (1) The reactants are Br[C:2]1[CH:3]=[CH:4][C:5]2[O:10][CH2:9][N:8]([CH2:11][C:12]3[CH:17]=[CH:16][C:15]([Cl:18])=[CH:14][CH:13]=3)[C:7](=[O:19])[C:6]=2[N:20]=1.[F:21][C:22]1[CH:27]=[CH:26][C:25]([C:28]2[O:29][C:30]3[CH:40]=[C:39]([N:41]([CH3:46])[S:42]([CH3:45])(=[O:44])=[O:43])[C:38](B4OC(C)(C)C(C)(C)O4)=[CH:37][C:31]=3[C:32]=2[C:33]([NH:35][CH3:36])=[O:34])=[CH:24][CH:23]=1.C(Cl)Cl.CO. The catalyst is O1CCOCC1.O.C1C=CC(P(C2C=CC=CC=2)[C-]2C=CC=C2)=CC=1.C1C=CC(P(C2C=CC=CC=2)[C-]2C=CC=C2)=CC=1.Cl[Pd]Cl.[Fe+2]. The product is [Cl:18][C:15]1[CH:16]=[CH:17][C:12]([CH2:11][N:8]2[C:7](=[O:19])[C:6]3[N:20]=[C:2]([C:38]4[C:39]([N:41]([CH3:46])[S:42]([CH3:45])(=[O:44])=[O:43])=[CH:40][C:30]5[O:29][C:28]([C:25]6[CH:26]=[CH:27][C:22]([F:21])=[CH:23][CH:24]=6)=[C:32]([C:33]([NH:35][CH3:36])=[O:34])[C:31]=5[CH:37]=4)[CH:3]=[CH:4][C:5]=3[O:10][CH2:9]2)=[CH:13][CH:14]=1. The yield is 0.720. (2) The reactants are CC(OC([N:8]1[CH2:13][CH2:12][N:11]([C:14](=[O:33])[C:15]2[CH:20]=[CH:19][C:18](/[CH:21]=[CH:22]/[C:23]3[C:31]4[C:26](=[CH:27][CH:28]=[CH:29][CH:30]=4)[NH:25][N:24]=3)=[CH:17][C:16]=2[CH3:32])[CH2:10][CH2:9]1)=O)(C)C.[ClH:34].CO. No catalyst specified. The product is [ClH:34].[ClH:34].[NH:25]1[C:26]2[C:31](=[CH:30][CH:29]=[CH:28][CH:27]=2)[C:23](/[CH:22]=[CH:21]/[C:18]2[CH:19]=[CH:20][C:15]([C:14]([N:11]3[CH2:12][CH2:13][NH:8][CH2:9][CH2:10]3)=[O:33])=[C:16]([CH3:32])[CH:17]=2)=[N:24]1. The yield is 0.770. (3) The yield is 0.950. The reactants are [F:1][C:2]([F:23])([F:22])[O:3][C:4]1[CH:9]=[CH:8][C:7]([N:10]2[CH:14]=[N:13][C:12]([C:15]3[CH:21]=[CH:20][C:18]([NH2:19])=[CH:17][CH:16]=3)=[N:11]2)=[CH:6][CH:5]=1.N1C=CC=CC=1.[C:30](Cl)(=[O:32])[CH3:31]. The catalyst is ClCCl. The product is [F:23][C:2]([F:1])([F:22])[O:3][C:4]1[CH:5]=[CH:6][C:7]([N:10]2[CH:14]=[N:13][C:12]([C:15]3[CH:21]=[CH:20][C:18]([NH:19][C:30](=[O:32])[CH3:31])=[CH:17][CH:16]=3)=[N:11]2)=[CH:8][CH:9]=1. (4) The reactants are [CH:1]1([CH2:6][OH:7])[CH2:5][CH2:4][CH2:3][CH2:2]1.[S:8](Cl)([C:11]1[CH:17]=[CH:16][C:14]([CH3:15])=[CH:13][CH:12]=1)(=[O:10])=[O:9].CCN(CC)CC. The catalyst is CN(C1C=CN=CC=1)C. The product is [S:8]([C:11]1[CH:17]=[CH:16][C:14]([CH3:15])=[CH:13][CH:12]=1)([O:7][CH2:6][CH:1]1[CH2:5][CH2:4][CH2:3][CH2:2]1)(=[O:10])=[O:9]. The yield is 0.950. (5) The reactants are [NH:1]1[C:5]2=[N:6][CH:7]=[N:8][C:9]([NH2:10])=[C:4]2[CH:3]=[N:2]1.C1C(=O)N([I:18])C(=O)C1.C([O-])(O)=O.[Na+]. The catalyst is CN(C=O)C. The product is [I:18][C:3]1[C:4]2[C:5](=[N:6][CH:7]=[N:8][C:9]=2[NH2:10])[NH:1][N:2]=1. The yield is 0.690.